This data is from Forward reaction prediction with 1.9M reactions from USPTO patents (1976-2016). The task is: Predict the product of the given reaction. (1) Given the reactants CC1(C)CC2C=C3N(CCNC3=O)C=2C1.[Cl:16][C:17]1[CH:22]=[CH:21][N:20]=[C:19]([N:23]2[CH2:34][CH2:33][N:32]3[C:25](=[CH:26][C:27]4[CH2:28][C:29]([CH3:36])([CH3:35])[CH2:30][C:31]=43)[C:24]2=[O:37])[C:18]=1[CH:38]=[O:39].[BH4-].[Na+].B(O)(O)[B:43]([OH:45])[OH:44].CC([O-])=O.[K+], predict the reaction product. The product is: [Cl:16][C:17]1[CH:22]=[CH:21][N:20]=[C:19]([N:23]2[CH2:34][CH2:33][N:32]3[C:25](=[CH:26][C:27]4[CH2:28][C:29]([CH3:36])([CH3:35])[CH2:30][C:31]=43)[C:24]2=[O:37])[C:18]=1[CH:38]=[O:39].[CH3:35][C:29]1([CH3:36])[CH2:28][C:27]2[CH:26]=[C:25]3[N:32]([CH2:33][CH2:34][N:23]([C:19]4[C:18]5[CH2:38][O:44][B:43]([OH:45])[C:17]=5[CH:22]=[CH:21][N:20]=4)[C:24]3=[O:37])[C:31]=2[CH2:30]1. (2) Given the reactants [CH3:1][O:2][C:3]1[C:8]([O:9][CH3:10])=[CH:7][CH:6]=[CH:5][C:4]=1[CH:11]=[CH:12][CH2:13][C:14]([OH:16])=[O:15], predict the reaction product. The product is: [CH3:1][O:2][C:3]1[C:8]([O:9][CH3:10])=[CH:7][CH:6]=[CH:5][C:4]=1[CH2:11][CH2:12][CH2:13][C:14]([OH:16])=[O:15]. (3) Given the reactants [Cl:1][C:2]1[CH:19]=[CH:18][C:5]([CH2:6][N:7]2[C:11]3[CH:12]=[CH:13][C:14]([CH:16]=O)=[CH:15][C:10]=3[N:9]=[N:8]2)=[C:4]([C:20]([F:23])([F:22])[F:21])[CH:3]=1.O1CCCCC1[O:30][N:31]1[C:35](=[O:36])[CH2:34][S:33][C:32]1=[O:37], predict the reaction product. The product is: [Cl:1][C:2]1[CH:19]=[CH:18][C:5]([CH2:6][N:7]2[C:11]3[CH:12]=[CH:13][C:14](/[CH:16]=[C:34]4/[C:35](=[O:36])[N:31]([OH:30])[C:32](=[O:37])[S:33]/4)=[CH:15][C:10]=3[N:9]=[N:8]2)=[C:4]([C:20]([F:23])([F:21])[F:22])[CH:3]=1. (4) Given the reactants [F:1][C:2]1[CH:7]=[CH:6][C:5]([C:8]([C:10]2[CH:15]=[CH:14][C:13]([OH:16])=[CH:12][CH:11]=2)=[O:9])=[CH:4][CH:3]=1.[I-:17].[K+].II, predict the reaction product. The product is: [F:1][C:2]1[CH:7]=[CH:6][C:5]([C:8]([C:10]2[CH:15]=[CH:14][C:13]([OH:16])=[C:12]([I:17])[CH:11]=2)=[O:9])=[CH:4][CH:3]=1. (5) Given the reactants [CH3:1][O:2][C:3]1[CH:4]=[C:5]2[C:10](=[CH:11][CH:12]=1)[N:9]=[C:8]([NH:13][C@H:14]1[CH2:18][CH2:17][C@H:16]([NH2:19])[CH2:15]1)[CH:7]=[C:6]2[CH3:20].[BH3-][C:22]#[N:23].[Na+], predict the reaction product. The product is: [CH3:1][O:2][C:3]1[CH:4]=[C:5]2[C:10](=[CH:11][CH:12]=1)[N:9]=[C:8]([NH:13][C@H:14]1[CH2:18][CH2:17][C@H:16]([NH:19][CH2:20][C:6]3[C:5]4[C:4](=[CH:3][CH:12]=[CH:11][CH:10]=4)[N:23]([CH3:22])[CH:7]=3)[CH2:15]1)[CH:7]=[C:6]2[CH3:20].